The task is: Predict the reactants needed to synthesize the given product.. This data is from Full USPTO retrosynthesis dataset with 1.9M reactions from patents (1976-2016). (1) Given the product [CH2:25]([NH:27][C:28]([NH:30][C:31]1[N:36]=[CH:35][C:34]([C:37]2[S:38][C:39]([C:42]([NH:61][C:52]([CH3:54])([C:55]3[CH:60]=[CH:59][CH:58]=[CH:57][CH:56]=3)[CH3:53])=[O:44])=[CH:40][N:41]=2)=[CH:33][CH:32]=1)=[O:29])[CH3:26], predict the reactants needed to synthesize it. The reactants are: CN(C(ON1N=NC2C=CC=NC1=2)=[N+](C)C)C.F[P-](F)(F)(F)(F)F.[CH2:25]([NH:27][C:28]([NH:30][C:31]1[N:36]=[CH:35][C:34]([C:37]2[S:38][C:39]([C:42]([OH:44])=O)=[CH:40][N:41]=2)=[CH:33][CH:32]=1)=[O:29])[CH3:26].CCN(CC)CC.[C:52]([NH2:61])([C:55]1[CH:60]=[CH:59][CH:58]=[CH:57][CH:56]=1)([CH3:54])[CH3:53]. (2) Given the product [C:1]([O:5][C:6](=[O:22])[CH2:7][C:8]1[C:9]([CH3:13])=[C:10]([O:12][C:23](=[O:25])[CH3:24])[C:20]2[C:15](=[CH:16][CH:17]=[C:18]([F:21])[CH:19]=2)[CH:14]=1)([CH3:2])([CH3:3])[CH3:4], predict the reactants needed to synthesize it. The reactants are: [C:1]([O:5][C:6](=[O:22])[CH2:7]/[C:8](=[CH:14]/[C:15]1[CH:20]=[CH:19][C:18]([F:21])=[CH:17][CH:16]=1)/[CH:9]([CH3:13])[C:10]([OH:12])=O)([CH3:4])([CH3:3])[CH3:2].[C:23](OC(=O)C)(=[O:25])[CH3:24].C([O-])(=O)C.[K+].O. (3) Given the product [Br:22][C:20]1[CH:21]=[C:16]([NH:1][C:2]2[CH:14]=[C:5]3[CH2:6][N:7]([CH2:10][CH2:11][C:12]#[N:13])[CH2:8][CH2:9][N:4]3[N:3]=2)[C:17](=[O:24])[N:18]([CH3:23])[CH:19]=1, predict the reactants needed to synthesize it. The reactants are: [NH2:1][C:2]1[CH:14]=[C:5]2[CH2:6][N:7]([CH2:10][CH2:11][C:12]#[N:13])[CH2:8][CH2:9][N:4]2[N:3]=1.Br[C:16]1[C:17](=[O:24])[N:18]([CH3:23])[CH:19]=[C:20]([Br:22])[CH:21]=1. (4) Given the product [CH:1]1([C:4]([NH:6][C:7]2[O:8][C:9]3[CH:15]=[C:14]([O:16][C:17]4[CH:18]=[C:19]([NH:28][C:32](=[O:42])[O:56][C:53]([CH3:55])([CH3:54])[CH3:52])[CH:23]=[CH:24][CH:25]=4)[CH:13]=[CH:12][C:10]=3[N:11]=2)=[O:5])[CH2:3][CH2:2]1, predict the reactants needed to synthesize it. The reactants are: [CH:1]1([C:4]([NH:6][C:7]2[O:8][C:9]3[CH:15]=[C:14]([O:16][C:17]4[CH:18]=[C:19]([CH:23]=[CH:24][CH:25]=4)C(O)=O)[CH:13]=[CH:12][C:10]=3[N:11]=2)=[O:5])[CH2:3][CH2:2]1.C([N:28]([CH:32](C)C)C(C)C)C.C1(P(N=[N+]=[N-])(C2C=CC=CC=2)=[O:42])C=CC=CC=1.[CH3:52][C:53]([OH:56])([CH3:55])[CH3:54].